Dataset: Full USPTO retrosynthesis dataset with 1.9M reactions from patents (1976-2016). Task: Predict the reactants needed to synthesize the given product. (1) Given the product [Na+:22].[Na+:22].[CH2:1]([P:17](=[O:18])([O-:20])[O-:19])[CH2:2][CH2:3][CH2:4][CH2:5][CH2:6][CH2:7][CH2:8][CH2:9][CH2:10][CH2:11][CH2:12][CH2:13][CH2:14][CH2:15][CH3:16], predict the reactants needed to synthesize it. The reactants are: [CH2:1]([P:17](=[O:20])([OH:19])[OH:18])[CH2:2][CH2:3][CH2:4][CH2:5][CH2:6][CH2:7][CH2:8][CH2:9][CH2:10][CH2:11][CH2:12][CH2:13][CH2:14][CH2:15][CH3:16].[OH-].[Na+:22]. (2) Given the product [CH:10]12[O:15][CH:13]([CH2:12][CH2:11]1)[CH2:14][N:8]([C:6]1[CH:5]=[C:4]([Cl:16])[N:3]=[C:2]([OH:17])[N:7]=1)[CH2:9]2, predict the reactants needed to synthesize it. The reactants are: Cl[C:2]1[N:7]=[C:6]([N:8]2[CH2:14][CH:13]3[O:15][CH:10]([CH2:11][CH2:12]3)[CH2:9]2)[CH:5]=[C:4]([Cl:16])[N:3]=1.[OH-:17].[Na+].Cl.